This data is from Reaction yield outcomes from USPTO patents with 853,638 reactions. The task is: Predict the reaction yield, written as a fraction of the theoretical maximum amount of product (1.0 means a 100% yield; for example, 0.34 means a 34% yield). (1) The reactants are C([N:8]1[CH2:13][CH2:12][CH:11]([N:14]2[CH2:19][C:18]3[CH:20]=[CH:21][CH:22]=[CH:23][C:17]=3[NH:16][S:15]2(=[O:25])=[O:24])[CH2:10][CH2:9]1)C1C=CC=CC=1. The catalyst is CO.[Pd]. The product is [NH:8]1[CH2:9][CH2:10][CH:11]([N:14]2[CH2:19][C:18]3[CH:20]=[CH:21][CH:22]=[CH:23][C:17]=3[NH:16][S:15]2(=[O:25])=[O:24])[CH2:12][CH2:13]1. The yield is 0.750. (2) The reactants are [CH:1]1[C:13]2[NH:12][C:11]3[C:6](=[CH:7][CH:8]=[CH:9][CH:10]=3)[C:5]=2[CH:4]=[CH:3][CH:2]=1.Br[C:15]1[CH:20]=[CH:19][CH:18]=[C:17]([Cl:21])[CH:16]=1.CC(C)([O-])C.[Na+]. The catalyst is [Pd](Cl)Cl.C(P(C(C)(C)C)C1C=CC=CC=1)(C)(C)C.C(P(C(C)(C)C)C1C=CC=CC=1)(C)(C)C.CC1C=CC=CC=1C. The product is [Cl:21][C:17]1[CH:16]=[C:15]([N:12]2[C:11]3[CH:10]=[CH:9][CH:8]=[CH:7][C:6]=3[C:5]3[C:13]2=[CH:1][CH:2]=[CH:3][CH:4]=3)[CH:20]=[CH:19][CH:18]=1. The yield is 0.670. (3) The reactants are Cl[C:2]1[N:7]=[CH:6][C:5]([C:8]2[CH:9]=[N:10][N:11]3[C:16]([C:17]4[CH:18]=[C:19]([NH:23][C:24](=[O:35])[C:25]5[CH:30]=[CH:29][CH:28]=[C:27]([C:31]([F:34])([F:33])[F:32])[CH:26]=5)[CH:20]=[CH:21][CH:22]=4)=[CH:15][CH:14]=[N:13][C:12]=23)=[CH:4][CH:3]=1.[CH3:36][NH2:37]. The catalyst is N1C=CC=CC=1. The product is [CH3:36][NH:37][C:2]1[N:7]=[CH:6][C:5]([C:8]2[CH:9]=[N:10][N:11]3[C:16]([C:17]4[CH:18]=[C:19]([NH:23][C:24](=[O:35])[C:25]5[CH:30]=[CH:29][CH:28]=[C:27]([C:31]([F:34])([F:33])[F:32])[CH:26]=5)[CH:20]=[CH:21][CH:22]=4)=[CH:15][CH:14]=[N:13][C:12]=23)=[CH:4][CH:3]=1. The yield is 0.0410. (4) The reactants are [F:1][C:2]1[CH:26]=[C:25]([F:27])[CH:24]=[C:23]([F:28])[C:3]=1[C:4]([NH:6][C:7]1[CH:12]=[CH:11][C:10]([C:13]2[N:17]([CH3:18])[N:16]=[C:15]([C:19]([F:22])([F:21])[F:20])[CH:14]=2)=[CH:9][CH:8]=1)=O.Cl.C(OCC)(=O)C. The catalyst is C1COCC1. The product is [CH3:18][N:17]1[C:13]([C:10]2[CH:11]=[CH:12][C:7]([NH:6][CH2:4][C:3]3[C:2]([F:1])=[CH:26][C:25]([F:27])=[CH:24][C:23]=3[F:28])=[CH:8][CH:9]=2)=[CH:14][C:15]([C:19]([F:22])([F:20])[F:21])=[N:16]1. The yield is 0.745. (5) The reactants are [CH3:1][O:2][C:3]1[C:8]([O:9][CH3:10])=[CH:7][CH:6]=[CH:5][C:4]=1[C@H:11]([CH:13]1[CH2:18][CH2:17][N:16]([CH2:19][CH2:20][C:21]2[CH:26]=[CH:25][C:24]([F:27])=[CH:23][CH:22]=2)[CH2:15][CH2:14]1)[OH:12].O1CCCC1.S(=O)(=O)(O)O.[OH-].[Na+]. The catalyst is O. The product is [CH3:1][O:2][C:3]1[C:8]([O:9][CH3:10])=[CH:7][CH:6]=[CH:5][C:4]=1[CH:11]([CH:13]1[CH2:14][CH2:15][N:16]([CH2:19][CH2:20][C:21]2[CH:26]=[CH:25][C:24]([F:27])=[CH:23][CH:22]=2)[CH2:17][CH2:18]1)[OH:12]. The yield is 0.874. (6) The reactants are [F:1][CH:2]([F:17])[C:3]1[CH:8]=[CH:7][C:6]([C:9]([F:16])([F:15])[C:10](OCC)=[O:11])=[CH:5][CH:4]=1.[BH4-].[Na+]. The catalyst is C(O)C. The product is [F:17][CH:2]([F:1])[C:3]1[CH:4]=[CH:5][C:6]([C:9]([F:15])([F:16])[CH2:10][OH:11])=[CH:7][CH:8]=1. The yield is 0.940. (7) The reactants are [Cl:1][C:2]1[CH:11]=[CH:10][C:9]2[NH:8][C:7](=O)[C:6]3[N:13]=[C:14]([CH3:16])[O:15][C:5]=3[C:4]=2[CH:3]=1.O=P(Cl)(Cl)[Cl:19]. No catalyst specified. The product is [Cl:19][C:7]1[C:6]2[N:13]=[C:14]([CH3:16])[O:15][C:5]=2[C:4]2[CH:3]=[C:2]([Cl:1])[CH:11]=[CH:10][C:9]=2[N:8]=1. The yield is 0.680. (8) The reactants are [N+:1]([C:4]1[CH:13]=[CH:12][CH:11]=[C:10]2[C:5]=1[CH:6]=[CH:7][N:8]=[CH:9]2)([O-:3])=[O:2].[OH:14]O. The catalyst is ClCCl.C[Re](=O)(=O)=O. The product is [N+:1]([C:4]1[CH:13]=[CH:12][CH:11]=[C:10]2[C:5]=1[CH:6]=[CH:7][N+:8]([O-:14])=[CH:9]2)([O-:3])=[O:2]. The yield is 0.970. (9) The reactants are F.C([Si](C)(C)[O:7][CH2:8][CH2:9][CH2:10][CH2:11][O:12][C:13]1[C:18]([N+:19]([O-:21])=[O:20])=[C:17]([N:22]2[CH2:27][CH2:26][CH:25]([C:28]3[CH:33]=[CH:32][C:31]([F:34])=[CH:30][CH:29]=3)[CH2:24][CH2:23]2)[N:16]=[C:15]([CH3:35])[N:14]=1)(C)(C)C. The catalyst is C(#N)C.ClCCl. The product is [F:34][C:31]1[CH:32]=[CH:33][C:28]([CH:25]2[CH2:26][CH2:27][N:22]([C:17]3[N:16]=[C:15]([CH3:35])[N:14]=[C:13]([O:12][CH2:11][CH2:10][CH2:9][CH2:8][OH:7])[C:18]=3[N+:19]([O-:21])=[O:20])[CH2:23][CH2:24]2)=[CH:29][CH:30]=1. The yield is 0.619.